From a dataset of B-cell epitopes from IEDB database with 3,159 antigens for binding position prediction. Token-level Classification. Given an antigen amino acid sequence, predict which amino acid positions are active epitope sites capable of antibody binding. Output is a list of indices for active positions. (1) Given the antigen sequence: MNNQRKKTGRPSFNMLKRARNRVSTVSQLAKRFSKGLLSGQGPMKLVMAFIAFLRFLAIPPTAGILARWGSFKKNGAIKVLRGFKKEISNMLNIMNRRKRSVTMLLMLLPTALAFHLTTRGGEPHMIVSKQERGKSLLFKTSAGVNMCTLIAMDLGELCEDTMTYKCPRITETEPDDVDCWCNATETWVTYGTCSQTGEHRRDKRSVALAPHVGLGLETRTETWMSSEGAWKQIQKVETWALRHPGFTVIALFLAHAIGTSITQKGIIFILLMLVTPSMAMRCVGIGNRDFVEGLSGATWVDVVLEHGSCVTTMAKDKPTLDIELLKTEVTNPAVLRKLCIEAKISNTTTDSRCPTQGEATLVEEQDTNFVCRRTFVDRGWGNGCGLFGKGSLITCAKFKCVTKLEGKIVQYENLKYSVIVTVHTGDQHQVGNETTEHGTTATITPQAPTSEIQLTDYGALTLDCSPRTGLDFNEMVLLTMEKKSWLVHKQWFLDLPLPW..., which amino acid positions are active epitope sites? The epitope positions are: [585, 586, 587, 588, 589, 590, 591, 592, 593]. The amino acids at these positions are: FKLEKEVAE. (2) Given the antigen sequence: IEGYAELAWGIASDGGAQPLKHGFKTTTDFKIVFPIVAKKDFKYRGEGNVYAEINVKALKLSLESNGGAKFDTKGSAKTIEATLHCYGAYLTIGKNPDFKSTFAVLWEPWTANGDYKSKGDKPVYEPGFEGAGGKLGYKQTDIAGTGLTFDIAFKFASNTDWEGKDSKGVVQAGANHSKYGLGGDILFGWERTREDGVQEYIKVELTGNSTLSSGYATARAGANILWDVGAKVSMKLWGLCALAATDVGHKKENAANVNGTVGADALLTLGYRWFSAGGYFASQASNVFQGVFLTNNMLQHDCAAYIKLETKGSDPDTSFLEGLDLGVDVRTYMPVHYKVLKAHARAPADIHFPVYGKVWGSYRHDMGEYGWVKVYANLYGGTNKKNDAAPTKWKAEYCGYYECGV, which amino acid positions are active epitope sites? The epitope positions are: [250, 251, 252, 253, 254, 255, 256, 257, 258, 259, 260, 261, 262, 263, 264, 265, 266, 267, 268, 269... (23 total positions)]. The amino acids at these positions are: KKENAANVNGTVGADALLTLGYR.